From a dataset of Peptide-MHC class I binding affinity with 185,985 pairs from IEDB/IMGT. Regression. Given a peptide amino acid sequence and an MHC pseudo amino acid sequence, predict their binding affinity value. This is MHC class I binding data. The MHC is HLA-A26:03 with pseudo-sequence HLA-A26:03. The peptide sequence is AVFDSFVER. The binding affinity (normalized) is 0.0847.